The task is: Predict the product of the given reaction.. This data is from Forward reaction prediction with 1.9M reactions from USPTO patents (1976-2016). (1) Given the reactants [Li]CCCC.[CH:6]1([N:9]2[C:13]([CH3:14])=[N:12][N:11]=[C:10]2[C:15]2[CH:20]=[CH:19][N:18]=[CH:17][CH:16]=2)[CH2:8][CH2:7]1.Br[CH:22]([C:24]1[N:28]=[C:27]([C:29]2[CH:34]=[CH:33][CH:32]=[C:31]([Cl:35])[CH:30]=2)[O:26][N:25]=1)[CH3:23], predict the reaction product. The product is: [Cl:35][C:31]1[CH:30]=[C:29]([C:27]2[O:26][N:25]=[C:24]([CH:22]([CH3:23])[CH2:14][C:13]3[N:9]([CH:6]4[CH2:8][CH2:7]4)[C:10]([C:15]4[CH:20]=[CH:19][N:18]=[CH:17][CH:16]=4)=[N:11][N:12]=3)[N:28]=2)[CH:34]=[CH:33][CH:32]=1. (2) Given the reactants [OH-].[Na+].O1CCC[CH2:4]1.COC1C=C(C=CC=1OC[C:39]1N=[C:41]([C:45]2C=CC=CC=2)[O:42][C:43]=1[CH3:44])CN1C2C=CC=C(O[CH2:28][C:29]([O:31][CH2:32][CH3:33])=[O:30])C=2C2C1=CC=CC=2.Cl, predict the reaction product. The product is: [C:29]([O:31][CH2:32][CH3:33])(=[O:30])[CH3:28].[CH:41]([O:42][CH:43]([CH3:39])[CH3:44])([CH3:45])[CH3:4]. (3) Given the reactants [Br:1][C:2]1[CH:7]=[C:6]([S:8]([CH3:11])(=[O:10])=[O:9])[CH:5]=[CH:4][C:3]=1F.C(N(CC)C(C)C)(C)C.[NH2:22][CH:23]1[CH2:28][CH2:27][N:26]([C:29]([O:31][C:32]([CH3:35])([CH3:34])[CH3:33])=[O:30])[CH2:25][CH2:24]1.[Cl-].[NH4+], predict the reaction product. The product is: [Br:1][C:2]1[CH:7]=[C:6]([S:8]([CH3:11])(=[O:10])=[O:9])[CH:5]=[CH:4][C:3]=1[NH:22][CH:23]1[CH2:24][CH2:25][N:26]([C:29]([O:31][C:32]([CH3:35])([CH3:34])[CH3:33])=[O:30])[CH2:27][CH2:28]1.